From a dataset of Retrosynthesis with 50K atom-mapped reactions and 10 reaction types from USPTO. Predict the reactants needed to synthesize the given product. (1) Given the product COc1ccc2c(c1)C(=CCN)CCC2, predict the reactants needed to synthesize it. The reactants are: COc1ccc2c(c1)C(=CC#N)CCC2. (2) Given the product Cc1cc2c(o1)c(C(=O)NC1CCCCC1)cc1nc(Nc3c(Cl)cncc3Cl)[nH]c12, predict the reactants needed to synthesize it. The reactants are: Cc1cc2c(o1)c(C(=O)O)cc1nc(Nc3c(Cl)cncc3Cl)[nH]c12.NC1CCCCC1. (3) Given the product Cc1nn(-c2ccc(CCO)cc2)c(C)c1Cc1ccccc1, predict the reactants needed to synthesize it. The reactants are: CC(=O)C(Cc1ccccc1)C(C)=O.NNc1ccc(CCO)cc1. (4) Given the product C=CCN1CC[C@]23CC(=O)CC[C@H]2[C@H]1Cc1cccc(OC)c13, predict the reactants needed to synthesize it. The reactants are: C=CCBr.COc1cccc2c1[C@]13CCN[C@H](C2)[C@@H]1CCC(=O)C3. (5) Given the product C[Si](C)(C)CCOCON1CCc2c(ncc3c2c(C#CCN2CCOCC2)cn3Cc2ccc(F)cc2)C1=O, predict the reactants needed to synthesize it. The reactants are: C#CCN1CCOCC1.C[Si](C)(C)CCOCON1CCc2c(ncc3c2c(I)cn3Cc2ccc(F)cc2)C1=O.